This data is from Peptide-MHC class I binding affinity with 185,985 pairs from IEDB/IMGT. The task is: Regression. Given a peptide amino acid sequence and an MHC pseudo amino acid sequence, predict their binding affinity value. This is MHC class I binding data. (1) The peptide sequence is CSKHMDARY. The MHC is HLA-A03:01 with pseudo-sequence HLA-A03:01. The binding affinity (normalized) is 0.0892. (2) The peptide sequence is LVAEHRFENM. The MHC is HLA-A02:06 with pseudo-sequence HLA-A02:06. The binding affinity (normalized) is 0.392. (3) The peptide sequence is MLYPLLWMF. The MHC is HLA-A32:07 with pseudo-sequence HLA-A32:07. The binding affinity (normalized) is 0.409. (4) The peptide sequence is LTALRLCAY. The MHC is HLA-A29:02 with pseudo-sequence HLA-A29:02. The binding affinity (normalized) is 0.546. (5) The peptide sequence is LTIVFVPEV. The MHC is HLA-B27:03 with pseudo-sequence HLA-B27:03. The binding affinity (normalized) is 0.0847. (6) The peptide sequence is HDEQGMSPSY. The MHC is Mamu-B01 with pseudo-sequence Mamu-B01. The binding affinity (normalized) is 0. (7) The peptide sequence is MHGHGKHIL. The MHC is HLA-A03:01 with pseudo-sequence HLA-A03:01. The binding affinity (normalized) is 0.0847.